From a dataset of Experimentally validated miRNA-target interactions with 360,000+ pairs, plus equal number of negative samples. Binary Classification. Given a miRNA mature sequence and a target amino acid sequence, predict their likelihood of interaction. (1) The protein sequence of the target gene is MAGPGSTGGQIGAAALAGGARSKVAPSVDFDHSCSDSVEYLTLNFGPFETVHRWRRLPPCDEFVGARRSKHTVVAYKDAIYVFGGDNGKTMLNDLLRFDVKDCSWCRAFTTGTPPAPRYHHSAVVYGSSMFVFGGYTGDIYSNSNLKNKNDLFEYKFATGQWTEWKIEGRLPVARSAHGATVYSDKLWIFAGYDGNARLNDMWTIGLQDRELTCWEEVAQSGEIPPSCCNFPVAVCRDKMFVFSGQSGAKITNNLFQFEFKDKTWTRIPTEHLLRGSPPPPQRRYGHTMVAFDRHLYVFG.... Result: 1 (interaction). The miRNA is hsa-miR-15b-5p with sequence UAGCAGCACAUCAUGGUUUACA. (2) Result: 0 (no interaction). The protein sequence of the target gene is MASSFLPAGAITGDSGGELSSGDDSGEVEFPHSPEIEETSCLAELFEKAAAHLQGLIQVASREQLLYLYARYKQVKVGNCNTPKPSFFDFEGKQKWEAWKALGDSSPSQAMQEYIAVVKKLDPGWNPQIPEKKGKEANTGFGGPVISSLYHEETIREEDKNIFDYCRENNIDHITKAIKSKNVDVNVKDEEGRALLHWACDRGHKELVTVLLQHRADINCQDNEGQTALHYASACEFLDIVELLLQSGADPTLRDQDGCLPEEVTGCKTVSLVLQRHTTGKA. The miRNA is hsa-miR-1283 with sequence UCUACAAAGGAAAGCGCUUUCU. (3) The miRNA is mmu-miR-3108-5p with sequence GUCUCUAAAGCUAGACGUUCCGG. The protein sequence of the target gene is MAAGLARLLLLLGLSAGGPAPAGAAKMKVVEEPNAFGVNNPFLPQASRLQAKRDPSPVSGPVHLFRLSGKCFSLVESTYKYEFCPFHNVTQHEQTFRWNAYSGILGIWHEWEIANNTFTGMWMRDGDACRSRSRQSKVELACGKSNRLAHVSEPSTCVYALTFETPLVCHPHALLVYPTLPEALQRQWDQVEQDLADELITPQGHEKLLRTLFEDAGYLKTPEENEPTQLEGGPDSLGFETLENCRKAHKELSKEIKRLKGLLTQHGIPYTRPTETSNLEHLGHETPRAKSPEQLRGDPG.... Result: 0 (no interaction). (4) The miRNA is rno-miR-144-3p with sequence UACAGUAUAGAUGAUGUACU. The protein sequence of the target gene is MSPPLLKLGAVLSTMAMISNWMSQTLPSLVGLNTTRLSTPDTLTQISPKEGWQVYSSAQDPDGRCICTVVAPEQNLCSRDAKSRQLRQLLEKVQNMSQSIEVLNLRTQRDFQYVLKMETQMKGLKAKFRQIEDDRKTLMTKHFQELKEKMDELLPLIPVLEQYKTDAKLITQFKEEIRNLSAVLTGIQEEIGAYDYEELHQRVLSLETRLRDCMKKLTCGKLMKITGPVTVKTSGTRFGAWMTDPLASEKNNRVWYMDSYTNNKIVREYKSIADFVSGAESRTYNLPFKWAGTNHVVYNG.... Result: 0 (no interaction). (5) The miRNA is cel-miR-43-3p with sequence UAUCACAGUUUACUUGCUGUCGC. The protein sequence of the target gene is MARPQRTPARSPDSIVEVKSKFDAEFRRFALPRASVSGFQEFSRLLRAVHQIPGLDVLLGYTDAHGDLLPLTNDDSLHRALASGPPPLRLLVQKRAEADSSGLAFASNSLQRRKKGLLLRPVAPLRTRPPLLISLPQDFRQVSSVIDVDLLPETHRRVRLHKHGSDRPLGFYIRDGMSVRVAPQGLERVPGIFISRLVRGGLAESTGLLAVSDEILEVNGIEVAGKTLDQVTDMMVANSHNLIVTVKPANQRNNVVRGASGRLTGPPSAGPGPAEPDSDDDSSDLVIENRQPPSSNGLSQ.... Result: 0 (no interaction). (6) Result: 1 (interaction). The miRNA is mmu-miR-743a-3p with sequence GAAAGACACCAAGCUGAGUAGA. The protein sequence of the target gene is MTISFLLRSCLRSAVRSLPKAALIRNTSSMTEGLQPASVVVLPRSLAPAFESFCQGNRGPLPLLGQSEAVKTLPQLSAVSDIRTICPQLQKYKFGTCTGILTSLEEHSEQLKEMVTFIIDCSFSIEEALEQAGIPRRDLTGPSHAGAYKTTVPCATIAGFCCPLVVTMRPIPKDKLERLLQATHAIRGQQGQPIHIGDPGLLGIEALSKPDYGSYVECRPEDVPVFWPSPLTSLEAVISCKAPLAFASPPGCMVMVPKDTASSASCLTPEMVPEVHAISKDPLHYSIVSAPAAQKVRELE....